Dataset: Forward reaction prediction with 1.9M reactions from USPTO patents (1976-2016). Task: Predict the product of the given reaction. (1) Given the reactants BrC1C=CC(O)=C([C:8]2[CH:17]=[CH:16][C:15]3[C:10](=[CH:11][CH:12]=[C:13]([C:18]4[N:22]([CH:23]5[CH2:28][CH2:27][CH2:26][CH2:25][CH2:24]5)[C:21]5[CH:29]=[CH:30][C:31]([C:33]([OH:35])=[O:34])=[CH:32][C:20]=5[N:19]=4)[CH:14]=3)[N:9]=2)C=1.C(OC(C1C=C[C:45]2[N:46]([CH:58]3CCCCC3)[C:47]([C:49]3C=CC(N)=C(C=O)[CH:50]=3)=N[C:44]=2[CH:43]=1)=O)C.C(N(CCC)CC(=O)C)CC.[OH-].[K+], predict the reaction product. The product is: [CH:23]1([N:22]2[C:21]3[CH:29]=[CH:30][C:31]([C:33]([OH:35])=[O:34])=[CH:32][C:20]=3[N:19]=[C:18]2[C:13]2[CH:14]=[C:15]3[C:10](=[CH:11][CH:12]=2)[N:9]=[C:8]([CH2:58][N:46]([CH2:47][CH2:49][CH3:50])[CH2:45][CH2:44][CH3:43])[CH:17]=[CH:16]3)[CH2:24][CH2:25][CH2:26][CH2:27][CH2:28]1. (2) Given the reactants [N:1]1[NH:2][C:3]2[CH:4]=[CH:5][C:6]([CH2:18][OH:19])=[C:7]3[CH:13]=[CH:12][C:11]4[CH:14]=[CH:15][CH:16]=[CH:17][C:10]=4[C:9]=1[C:8]=23.Cl[O-:21].[Na+], predict the reaction product. The product is: [N:1]1[NH:2][C:17]2[CH:16]=[CH:15][CH:14]=[C:11]3[CH:12]=[CH:13][C:7]4=[C:6]([C:18]([OH:21])=[O:19])[CH:5]=[CH:4][CH:3]=[C:8]4[C:9]=1[C:10]=23.